From a dataset of Catalyst prediction with 721,799 reactions and 888 catalyst types from USPTO. Predict which catalyst facilitates the given reaction. Reactant: [OH:1][C:2]([C:4]([F:7])([F:6])[F:5])=[O:3].OC(C(F)(F)F)=O.[CH:15]12[O:22][CH:19]([CH2:20][CH2:21]1)[CH2:18][N:17]([C:23]1[N:28]=[C:27]([N:29]3[CH2:34][CH2:33][NH:32][CH2:31][CH2:30]3)[N:26]=[C:25]([C:35]3[CH:40]=[CH:39][C:38]([NH:41][C:42]([NH:44][C:45]4[CH:50]=[CH:49][N:48]=[CH:47][CH:46]=4)=[O:43])=[CH:37][CH:36]=3)[N:24]=1)[CH2:16]2.C(N(CC)CC)C.Cl[C:59]([O:61][CH3:62])=[O:60]. Product: [CH:19]12[O:22][CH:15]([CH2:21][CH2:20]1)[CH2:16][N:17]([C:23]1[N:24]=[C:25]([C:35]3[CH:36]=[CH:37][C:38]([NH:41][C:42](=[O:43])[NH:44][C:45]4[CH:46]=[CH:47][N:48]=[CH:49][CH:50]=4)=[CH:39][CH:40]=3)[N:26]=[C:27]([N:29]3[CH2:34][CH2:33][N:32]([C:59]([O:61][CH3:62])=[O:60])[CH2:31][CH2:30]3)[N:28]=1)[CH2:18]2.[C:2]([OH:3])([C:4]([F:7])([F:6])[F:5])=[O:1]. The catalyst class is: 489.